This data is from Catalyst prediction with 721,799 reactions and 888 catalyst types from USPTO. The task is: Predict which catalyst facilitates the given reaction. (1) Reactant: [F:1][C:2]1[CH:42]=[CH:41][C:5]([CH2:6][NH:7][CH2:8][CH2:9][C:10]2[CH:11]=[C:12]3[C:16](=[CH:17][C:18]=2[N+:19]([O-])=O)[N:15]([C:22]([C:35]2[CH:40]=[CH:39][CH:38]=[CH:37][CH:36]=2)([C:29]2[CH:34]=[CH:33][CH:32]=[CH:31][CH:30]=2)[C:23]2[CH:28]=[CH:27][CH:26]=[CH:25][CH:24]=2)[N:14]=[CH:13]3)=[CH:4][CH:3]=1. Product: [F:1][C:2]1[CH:3]=[CH:4][C:5]([CH2:6][NH:7][CH2:8][CH2:9][C:10]2[CH:11]=[C:12]3[C:16](=[CH:17][C:18]=2[NH2:19])[N:15]([C:22]([C:23]2[CH:24]=[CH:25][CH:26]=[CH:27][CH:28]=2)([C:29]2[CH:30]=[CH:31][CH:32]=[CH:33][CH:34]=2)[C:35]2[CH:40]=[CH:39][CH:38]=[CH:37][CH:36]=2)[N:14]=[CH:13]3)=[CH:41][CH:42]=1. The catalyst class is: 401. (2) Reactant: [CH:1]1[C:14]2[S:13][C:12]3[C:7](=[CH:8][CH:9]=[CH:10][CH:11]=3)[S:6](=O)[C:5]=2[CH:4]=[CH:3][CH:2]=1.FC(F)(F)C(OC(=O)C(F)(F)F)=O.[F:29][C:30]([F:45])([F:44])[C:31]([F:43])([F:42])[C:32]([F:41])([F:40])[C:33]([F:39])([F:38])[S:34]([OH:37])(=[O:36])=[O:35].C(O[CH:50]([CH3:52])[CH3:51])(C)C. Product: [F:45][C:30]([F:29])([F:44])[C:31]([F:42])([F:43])[C:32]([F:40])([F:41])[C:33]([F:38])([F:39])[S:34]([O-:37])(=[O:36])=[O:35].[C:50]1([CH3:51])[CH:52]=[CH:33][C:32]([S+:6]2[C:7]3[C:12](=[CH:11][CH:10]=[CH:9][CH:8]=3)[S:13][C:14]3[CH:1]=[CH:2][CH:3]=[CH:4][C:5]2=3)=[CH:31][CH:30]=1. The catalyst class is: 11. (3) Reactant: [Cl:1][C:2]1[CH:3]=[CH:4][C:5]2[O:9][C:8]([CH2:10][NH:11][C:12]([C:14]([O:16]CC)=[O:15])=[O:13])=[CH:7][C:6]=2[CH:19]=1.O.[OH-].[Li+:22]. Product: [Cl:1][C:2]1[CH:3]=[CH:4][C:5]2[O:9][C:8]([CH2:10][NH:11][C:12]([C:14]([O:16][Li:22])=[O:15])=[O:13])=[CH:7][C:6]=2[CH:19]=1. The catalyst class is: 24. (4) Reactant: C([NH:8][CH:9]1[CH2:14][CH2:13][CH:12]([S:15]([C:18]2[CH:23]=[CH:22][CH:21]=[C:20]([C:24]([F:27])([F:26])[F:25])[CH:19]=2)(=[O:17])=[O:16])[CH2:11][CH2:10]1)C1C=CC=CC=1. Product: [F:27][C:24]([F:25])([F:26])[C:20]1[CH:19]=[C:18]([S:15]([CH:12]2[CH2:11][CH2:10][CH:9]([NH2:8])[CH2:14][CH2:13]2)(=[O:17])=[O:16])[CH:23]=[CH:22][CH:21]=1. The catalyst class is: 105. (5) Reactant: Cl[C:2]1[N:11]=[C:10]([CH:12]2[CH2:14][CH2:13]2)[C:9]2[CH2:8][N:7]([C:15]3[CH:24]=[C:23]4[C:18]([CH2:19][CH2:20][CH:21]([C:25]5[C:30]([F:31])=[CH:29][CH:28]=[CH:27][N:26]=5)[O:22]4)=[CH:17][C:16]=3[Cl:32])[C:6](=[O:33])[NH:5][C:4]=2[CH:3]=1.[O:34]1[CH2:38][CH2:37][NH:36][C:35]1=[O:39].CC1(C)C2C=CC=C(P(C3C=CC=CC=3)C3C=CC=CC=3)C=2OC2C1=CC=CC=2P(C1C=CC=CC=1)C1C=CC=CC=1.C(=O)([O-])[O-].[Cs+].[Cs+]. Product: [Cl:32][C:16]1[CH:17]=[C:18]2[C:23](=[CH:24][C:15]=1[N:7]1[CH2:8][C:9]3[C:10]([CH:12]4[CH2:14][CH2:13]4)=[N:11][C:2]([N:36]4[CH2:37][CH2:38][O:34][C:35]4=[O:39])=[CH:3][C:4]=3[NH:5][C:6]1=[O:33])[O:22][CH:21]([C:25]1[C:30]([F:31])=[CH:29][CH:28]=[CH:27][N:26]=1)[CH2:20][CH2:19]2. The catalyst class is: 187. (6) Reactant: [CH3:1][N:2]([CH3:13])[C:3]1[CH:8]=[CH:7][CH:6]=[C:5]([N+:9]([O-])=O)[C:4]=1[Cl:12].[H][H]. Product: [Cl:12][C:4]1[C:3]([N:2]([CH3:13])[CH3:1])=[CH:8][CH:7]=[CH:6][C:5]=1[NH2:9]. The catalyst class is: 94. (7) Reactant: Cl.[C:2]([C:6]1[NH:10][N:9]=[C:8]([CH2:11]Cl)[CH:7]=1)([CH3:5])([CH3:4])[CH3:3].[C-:13]#[N:14].[K+]. Product: [C:2]([C:6]1[NH:10][N:9]=[C:8]([CH2:11][C:13]#[N:14])[CH:7]=1)([CH3:5])([CH3:4])[CH3:3]. The catalyst class is: 8. (8) Reactant: [CH2:1]([C:8]1[O:9][C:10]2[CH:31]=[CH:30][CH:29]=[CH:28][C:11]=2[C:12]=1[C:13]1[CH:18]=[CH:17][C:16](B2OC(C)(C)C(C)(C)O2)=[CH:15][CH:14]=1)[C:2]1[CH:7]=[CH:6][CH:5]=[CH:4][CH:3]=1.CS(C)=O.Br[C:37]1[CH:42]=[CH:41][C:40]([C:43](=[O:55])[CH2:44][CH:45]2[C:50](=[O:51])[O:49][C:48]([CH3:53])([CH3:52])[O:47][C:46]2=[O:54])=[CH:39][CH:38]=1.P([O-])([O-])([O-])=O.[K+].[K+].[K+]. Product: [CH2:1]([C:8]1[O:9][C:10]2[CH:31]=[CH:30][CH:29]=[CH:28][C:11]=2[C:12]=1[C:13]1[CH:14]=[CH:15][C:16]([C:37]2[CH:42]=[CH:41][C:40]([C:43](=[O:55])[CH2:44][CH:45]3[C:50](=[O:51])[O:49][C:48]([CH3:53])([CH3:52])[O:47][C:46]3=[O:54])=[CH:39][CH:38]=2)=[CH:17][CH:18]=1)[C:2]1[CH:3]=[CH:4][CH:5]=[CH:6][CH:7]=1. The catalyst class is: 27. (9) Reactant: [CH3:1][O:2][C:3]1[CH:4]=[C:5]([NH:11][C:12]2[N:17]=[C:16]([N:18]3[C:22]([CH3:23])=[CH:21][C:20]([C:24]([F:27])([F:26])[F:25])=[N:19]3)[C:15]([C:28]3[CH:29]=[C:30]([C:34](O)=[O:35])[CH:31]=[N:32][CH:33]=3)=[CH:14][N:13]=2)[CH:6]=[C:7]([O:9][CH3:10])[CH:8]=1.C(N(CC)CC)C.Cl.[O:45]([NH2:47])[CH3:46].CN(C(ON1N=NC2C=CC=CC1=2)=[N+](C)C)C.[B-](F)(F)(F)F. Product: [CH3:1][O:2][C:3]1[CH:4]=[C:5]([NH:11][C:12]2[N:17]=[C:16]([N:18]3[C:22]([CH3:23])=[CH:21][C:20]([C:24]([F:26])([F:25])[F:27])=[N:19]3)[C:15]([C:28]3[CH:29]=[C:30]([C:34]([NH:47][O:45][CH3:46])=[O:35])[CH:31]=[N:32][CH:33]=3)=[CH:14][N:13]=2)[CH:6]=[C:7]([O:9][CH3:10])[CH:8]=1. The catalyst class is: 4.